Dataset: NCI-60 drug combinations with 297,098 pairs across 59 cell lines. Task: Regression. Given two drug SMILES strings and cell line genomic features, predict the synergy score measuring deviation from expected non-interaction effect. (1) Drug 1: C1=CC(=C2C(=C1NCCNCCO)C(=O)C3=C(C=CC(=C3C2=O)O)O)NCCNCCO. Drug 2: CS(=O)(=O)OCCCCOS(=O)(=O)C. Cell line: SNB-75. Synergy scores: CSS=54.8, Synergy_ZIP=-1.20, Synergy_Bliss=0.100, Synergy_Loewe=-57.6, Synergy_HSA=1.13. (2) Drug 1: CC(CN1CC(=O)NC(=O)C1)N2CC(=O)NC(=O)C2. Drug 2: CN1C(=O)N2C=NC(=C2N=N1)C(=O)N. Cell line: MCF7. Synergy scores: CSS=13.1, Synergy_ZIP=-0.932, Synergy_Bliss=7.38, Synergy_Loewe=-5.07, Synergy_HSA=2.64.